Dataset: Peptide-MHC class II binding affinity with 134,281 pairs from IEDB. Task: Regression. Given a peptide amino acid sequence and an MHC pseudo amino acid sequence, predict their binding affinity value. This is MHC class II binding data. (1) The peptide sequence is GVTVDSIGMLPR. The MHC is DRB1_0404 with pseudo-sequence DRB1_0404. The binding affinity (normalized) is 0. (2) The peptide sequence is ETAYFILKLAGRWPVKVI. The MHC is H-2-IAb with pseudo-sequence H-2-IAb. The binding affinity (normalized) is 0.118. (3) The binding affinity (normalized) is 0.545. The peptide sequence is GWIISNIFGAIPVLG. The MHC is HLA-DQA10102-DQB10502 with pseudo-sequence HLA-DQA10102-DQB10502. (4) The peptide sequence is GIDIFASKNFHLQKN. The MHC is HLA-DQA10501-DQB10301 with pseudo-sequence HLA-DQA10501-DQB10301. The binding affinity (normalized) is 0.641. (5) The MHC is HLA-DPA10103-DPB10201 with pseudo-sequence HLA-DPA10103-DPB10201. The binding affinity (normalized) is 0. The peptide sequence is TATELNNALQNLART.